Regression. Given a peptide amino acid sequence and an MHC pseudo amino acid sequence, predict their binding affinity value. This is MHC class II binding data. From a dataset of Peptide-MHC class II binding affinity with 134,281 pairs from IEDB. (1) The peptide sequence is HDEEFCDMLRLIDYN. The MHC is DRB1_0101 with pseudo-sequence DRB1_0101. The binding affinity (normalized) is 0.459. (2) The peptide sequence is ITFMQALQLLLEVEQ. The MHC is DRB1_1101 with pseudo-sequence DRB1_1101. The binding affinity (normalized) is 0.332. (3) The peptide sequence is AFKDAATAANAAPAN. The MHC is DRB1_0401 with pseudo-sequence DRB1_0401. The binding affinity (normalized) is 0.374.